Predict the reactants needed to synthesize the given product. From a dataset of Full USPTO retrosynthesis dataset with 1.9M reactions from patents (1976-2016). (1) Given the product [CH3:1][O:2][C:3]1[CH:4]=[N:5][C:6]2[C:11]([CH:12]=1)=[C:10]([CH:13]1[CH2:16][O:14]1)[CH:9]=[CH:8][CH:7]=2, predict the reactants needed to synthesize it. The reactants are: [CH3:1][O:2][C:3]1[CH:4]=[N:5][C:6]2[CH:7]=[CH:8][CH:9]=[C:10]([CH:13]=[O:14])[C:11]=2[CH:12]=1.[I-].[CH3:16][S+](C)C.[OH-].[K+]. (2) Given the product [CH2:1]([O:3][C:4]([C:6]1[NH:7][C:8]2[C:13]([C:14]=1[O:24][CH2:17][C:18]1[CH:23]=[CH:22][CH:21]=[CH:20][CH:19]=1)=[CH:12][CH:11]=[CH:10][CH:9]=2)=[O:5])[CH3:2], predict the reactants needed to synthesize it. The reactants are: [CH2:1]([O:3][C:4]([C:6]1[C:14](=[N+]=[N-])[C:13]2[C:8](=[CH:9][CH:10]=[CH:11][CH:12]=2)[N:7]=1)=[O:5])[CH3:2].[CH2:17]([OH:24])[C:18]1[CH:23]=[CH:22][CH:21]=[CH:20][CH:19]=1. (3) Given the product [Cl:1][C:2]1[CH:7]=[C:6]([CH:8]([NH:15][CH:12]2[CH2:14][CH2:13]2)[CH3:9])[CH:5]=[C:4]([Cl:11])[N:3]=1, predict the reactants needed to synthesize it. The reactants are: [Cl:1][C:2]1[CH:7]=[C:6]([C:8](=O)[CH3:9])[CH:5]=[C:4]([Cl:11])[N:3]=1.[CH:12]1([NH2:15])[CH2:14][CH2:13]1. (4) Given the product [NH2:19][C:20]1[N:13]([CH2:14][CH2:15][CH2:16][O:17][CH3:18])[C:3]2=[N:4][CH:5]=[C:6]([C:7]([O:9][CH2:10][CH3:11])=[O:8])[CH:12]=[C:2]2[N:1]=1, predict the reactants needed to synthesize it. The reactants are: [NH2:1][C:2]1[C:3]([NH:13][CH2:14][CH2:15][CH2:16][O:17][CH3:18])=[N:4][CH:5]=[C:6]([CH:12]=1)[C:7]([O:9][CH2:10][CH3:11])=[O:8].[N:19]#[C:20]Br.C(C1C=C(C=CC=1)C(O)=O)#N.C1C=C2N=NN(O)C2=CC=1.O.C(Cl)CCl. (5) Given the product [ClH:23].[NH2:7][N:5]1[CH:6]=[C:2]([Br:1])[CH:3]=[C:4]1[C:15]#[N:16], predict the reactants needed to synthesize it. The reactants are: [Br:1][C:2]1[CH:3]=[C:4]([C:15]#[N:16])[N:5]([NH:7]C(=O)OC(C)(C)C)[CH:6]=1.O1CCOCC1.[ClH:23].O1CCOCC1.CCOC(C)=O.CCCCCC. (6) Given the product [C:1]([C:4]([C@@H:17]1[CH2:21][CH2:20][N:19]([CH2:45][CH2:44][CH2:43][CH2:42][C:41]#[CH:40])[CH2:18]1)([C:11]1[CH:12]=[CH:13][CH:14]=[CH:15][CH:16]=1)[C:5]1[CH:10]=[CH:9][CH:8]=[CH:7][CH:6]=1)(=[O:3])[NH2:2], predict the reactants needed to synthesize it. The reactants are: [C:1]([C:4]([C@@H:17]1[CH2:21][CH2:20][NH:19][CH2:18]1)([C:11]1[CH:16]=[CH:15][CH:14]=[CH:13][CH:12]=1)[C:5]1[CH:10]=[CH:9][CH:8]=[CH:7][CH:6]=1)(=[O:3])[NH2:2].C(O[BH-](OC(=O)C)OC(=O)C)(=O)C.[Na+].C(O)(=O)C.[CH:40](=O)[CH2:41][CH2:42][CH2:43][C:44]#[CH:45]. (7) Given the product [CH3:74][C:71]1[N:72]=[CH:73][C:68]([C:65](=[O:67])[CH2:66][C:61]2[CH:62]=[CH:63][C:58]([S:55]([CH3:54])(=[O:57])=[O:56])=[CH:59][CH:60]=2)=[CH:69][CH:70]=1, predict the reactants needed to synthesize it. The reactants are: CC1(C)C2C(=C(P(C3C=CC=CC=3)C3C=CC=CC=3)C=CC=2)OC2C(P(C3C=CC=CC=3)C3C=CC=CC=3)=CC=CC1=2.O.O.O.P([O-])([O-])([O-])=O.[K+].[K+].[K+].[CH3:54][S:55]([C:58]1[CH:63]=[CH:62][C:61](Br)=[CH:60][CH:59]=1)(=[O:57])=[O:56].[C:65]([C:68]1[CH:69]=[CH:70][C:71]([CH3:74])=[N:72][CH:73]=1)(=[O:67])[CH3:66]. (8) Given the product [Br:25][C:12]1[S:11][C:10]([CH2:9][O:8][Si:1]([C:4]([CH3:7])([CH3:5])[CH3:6])([CH3:3])[CH3:2])=[N:14][C:13]=1[C:15]1[CH:16]=[CH:17][C:18]([C:21]([F:22])([F:23])[F:24])=[CH:19][CH:20]=1, predict the reactants needed to synthesize it. The reactants are: [Si:1]([O:8][CH2:9][C:10]1[S:11][CH:12]=[C:13]([C:15]2[CH:20]=[CH:19][C:18]([C:21]([F:24])([F:23])[F:22])=[CH:17][CH:16]=2)[N:14]=1)([C:4]([CH3:7])([CH3:6])[CH3:5])([CH3:3])[CH3:2].[Br:25]Br.S([O-])([O-])(=O)=S.[Na+].[Na+]. (9) Given the product [ClH:1].[N:28]12[CH2:27][CH2:26][CH:25]([CH2:38][CH2:39]1)[C@@H:24]([NH:29][C:11]([C:8]1[S:9][C:10]3[C:2]([Cl:1])=[CH:3][CH:4]=[CH:5][C:6]=3[CH:7]=1)=[O:13])[CH2:23]2, predict the reactants needed to synthesize it. The reactants are: [Cl:1][C:2]1[C:10]2[S:9][C:8]([C:11]([OH:13])=O)=[CH:7][C:6]=2[CH:5]=[CH:4][CH:3]=1.CN(C(ON1N=[N:29][C:24]2[CH:25]=[CH:26][CH:27]=[N:28][C:23]1=2)=[N+](C)C)C.F[P-](F)(F)(F)(F)F.[CH:38](N(CC)C(C)C)(C)[CH3:39].